This data is from Full USPTO retrosynthesis dataset with 1.9M reactions from patents (1976-2016). The task is: Predict the reactants needed to synthesize the given product. The reactants are: [Cl:1][C:2]1[CH:3]=[C:4]([CH:8]=[CH:9][N:10]=1)[C:5](Cl)=[O:6].Cl.Cl.[C:13]1([C:19]2[CH:24]=[CH:23][N:22]=[CH:21][C:20]=2[NH2:25])[CH:18]=[CH:17][CH:16]=[CH:15][CH:14]=1.CCN(C(C)C)C(C)C.[OH-].[Na+]. Given the product [Cl:1][C:2]1[CH:3]=[C:4]([CH:8]=[CH:9][N:10]=1)[C:5]([NH:25][C:20]1[CH:21]=[N:22][CH:23]=[CH:24][C:19]=1[C:13]1[CH:18]=[CH:17][CH:16]=[CH:15][CH:14]=1)=[O:6], predict the reactants needed to synthesize it.